Dataset: Peptide-MHC class I binding affinity with 185,985 pairs from IEDB/IMGT. Task: Regression. Given a peptide amino acid sequence and an MHC pseudo amino acid sequence, predict their binding affinity value. This is MHC class I binding data. (1) The peptide sequence is VQMLSDTLK. The MHC is HLA-A03:01 with pseudo-sequence HLA-A03:01. The binding affinity (normalized) is 0.602. (2) The MHC is HLA-B40:01 with pseudo-sequence HLA-B40:01. The binding affinity (normalized) is 0.0847. The peptide sequence is FPGTGSEFV. (3) The peptide sequence is RKMPHLFSK. The MHC is HLA-B39:01 with pseudo-sequence HLA-B39:01. The binding affinity (normalized) is 0.0847. (4) The peptide sequence is HPEIVIYQY. The MHC is HLA-A01:01 with pseudo-sequence HLA-A01:01. The binding affinity (normalized) is 0.0891. (5) The peptide sequence is EENMEVEIW. The MHC is HLA-B44:03 with pseudo-sequence HLA-B44:03. The binding affinity (normalized) is 0.593.